This data is from Full USPTO retrosynthesis dataset with 1.9M reactions from patents (1976-2016). The task is: Predict the reactants needed to synthesize the given product. (1) Given the product [CH3:26][C:25]([C:12]1[CH:11]=[C:10]([CH2:9][O:8][C:6]2[CH:7]=[C:2]([CH2:35][CH2:34][C:33]([O:32][CH2:30][CH3:31])=[O:37])[CH:3]=[N:4][CH:5]=2)[CH:15]=[CH:14][C:13]=1[C:16]1[CH:21]=[C:20]([O:22][CH3:23])[CH:19]=[CH:18][C:17]=1[F:24])([CH3:28])[CH3:27], predict the reactants needed to synthesize it. The reactants are: Br[C:2]1[CH:3]=[N:4][CH:5]=[C:6]([O:8][CH2:9][C:10]2[CH:15]=[CH:14][C:13]([C:16]3[CH:21]=[C:20]([O:22][CH3:23])[CH:19]=[CH:18][C:17]=3[F:24])=[C:12]([C:25]([CH3:28])([CH3:27])[CH3:26])[CH:11]=2)[CH:7]=1.[Br-].[CH2:30]([O:32][C:33](=[O:37])[CH2:34][CH2:35][Zn+])[CH3:31]. (2) The reactants are: [Cl:1][C:2]1[CH:7]=[CH:6][C:5](/[CH:8]=[N:9]/[S@@:10]([C:12]([CH3:15])([CH3:14])[CH3:13])=[O:11])=[C:4]([F:16])[CH:3]=1.[CH2:17]([Mg]Br)[CH3:18].CCOCC.[Cl-].[NH4+]. Given the product [Cl:1][C:2]1[CH:7]=[CH:6][C:5]([C@H:8]([NH:9][S@@:10]([C:12]([CH3:13])([CH3:15])[CH3:14])=[O:11])[CH2:17][CH3:18])=[C:4]([F:16])[CH:3]=1, predict the reactants needed to synthesize it. (3) The reactants are: [F:1][C:2]1[CH:7]=[CH:6][C:5]([C:8]2[N:12]=[C:11]([S:13][CH3:14])[N:10]([CH2:15][CH2:16][O:17][CH3:18])[C:9]=2[C:19]2[CH:24]=[CH:23][N:22]=[C:21]([NH:25][CH:26]3[CH2:31][CH2:30][CH2:29][CH2:28][CH:27]3[OH:32])[CH:20]=2)=[CH:4][CH:3]=1.[OH:33]O.N. Given the product [F:1][C:2]1[CH:3]=[CH:4][C:5]([C:8]2[N:12]=[C:11]([S:13]([CH3:14])=[O:33])[N:10]([CH2:15][CH2:16][O:17][CH3:18])[C:9]=2[C:19]2[CH:24]=[CH:23][N:22]=[C:21]([NH:25][CH:26]3[CH2:31][CH2:30][CH2:29][CH2:28][CH:27]3[OH:32])[CH:20]=2)=[CH:6][CH:7]=1, predict the reactants needed to synthesize it. (4) Given the product [Br:12][C:13]1[CH:14]=[N:15][CH:16]=[C:17]([O:19][CH2:20][CH3:2])[CH:18]=1, predict the reactants needed to synthesize it. The reactants are: Cl[C:2]1C=C(C=CC=1)C(OO)=O.[Br:12][C:13]1[CH:14]=[N:15][CH:16]=[C:17]([O:19][CH3:20])[CH:18]=1. (5) The reactants are: Br[C:2]1[CH:3]=[C:4]2[C:9](=[CH:10][CH:11]=1)[N:8]=[C:7]([NH:12][C:13]([CH3:23])([CH3:22])[CH2:14][NH:15][C:16](=[O:21])[C:17]([CH3:20])([CH3:19])[CH3:18])[N:6]=[CH:5]2.[CH:24]1([NH:27][C:28](=[O:45])[C:29]2[CH:34]=[CH:33][C:32]([CH3:35])=[C:31](B3OC(C)(C)C(C)(C)O3)[CH:30]=2)[CH2:26][CH2:25]1. Given the product [CH:24]1([NH:27][C:28](=[O:45])[C:29]2[CH:34]=[CH:33][C:32]([CH3:35])=[C:31]([C:2]3[CH:3]=[C:4]4[C:9](=[CH:10][CH:11]=3)[N:8]=[C:7]([NH:12][C:13]([CH3:23])([CH3:22])[CH2:14][NH:15][C:16](=[O:21])[C:17]([CH3:20])([CH3:19])[CH3:18])[N:6]=[CH:5]4)[CH:30]=2)[CH2:25][CH2:26]1, predict the reactants needed to synthesize it. (6) Given the product [OH:32][CH:31]([C:22]1[CH:23]=[C:24]2[C:28](=[CH:29][C:21]=1[CH3:20])[C:27](=[O:30])[O:26][CH2:25]2)[CH2:33][N:9]1[CH2:8][CH2:7][C:5]2([CH2:4][N:3]([C:12]3[CH:19]=[CH:18][C:15]([C:16]#[N:17])=[CH:14][N:13]=3)[C:2](=[O:1])[CH2:6]2)[CH2:11][CH2:10]1, predict the reactants needed to synthesize it. The reactants are: [O:1]=[C:2]1[CH2:6][C:5]2([CH2:11][CH2:10][NH:9][CH2:8][CH2:7]2)[CH2:4][N:3]1[C:12]1[CH:19]=[CH:18][C:15]([C:16]#[N:17])=[CH:14][N:13]=1.[CH3:20][C:21]1[CH:29]=[C:28]2[C:24]([CH2:25][O:26][C:27]2=[O:30])=[CH:23][C:22]=1[CH:31]1[CH2:33][O:32]1. (7) Given the product [CH3:13][O:12][C:9]1[CH:10]=[C:11]2[C:18](=[CH:7][C:8]=1[O:14][CH3:15])[CH2:16][N:19]([C:2]1[C:11]3[C:6](=[CH:7][C:8]([O:14][CH3:15])=[C:9]([O:12][CH3:13])[CH:10]=3)[N:5]=[CH:4][N:3]=1)[CH:20]([CH3:21])[CH2:22]2, predict the reactants needed to synthesize it. The reactants are: Cl[C:2]1[C:11]2[C:6](=[CH:7][C:8]([O:14][CH3:15])=[C:9]([O:12][CH3:13])[CH:10]=2)[N:5]=[CH:4][N:3]=1.[CH:16]([NH:19][CH:20]([CH3:22])[CH3:21])([CH3:18])C. (8) Given the product [F:36][C@@H:13]1[C@@H:14]([C:17]2[CH:22]=[CH:21][C:20]([OH:23])=[CH:19][CH:18]=2)[CH2:15][CH2:16][N:11]([CH:8]2[CH2:9][CH2:10][N:6]([CH2:5][C:4]3[CH:26]=[CH:27][C:28]([CH3:29])=[C:2]([F:1])[CH:3]=3)[C:7]2=[O:25])[CH2:12]1, predict the reactants needed to synthesize it. The reactants are: [F:1][C:2]1[CH:3]=[C:4]([CH:26]=[CH:27][C:28]=1[CH3:29])[CH2:5][N:6]1[CH2:10][CH2:9][CH:8]([N:11]2[CH2:16][CH2:15][C@H:14]([C:17]3[CH:22]=[CH:21][C:20]([OH:23])=[CH:19][CH:18]=3)[C@@H:13](O)[CH2:12]2)[C:7]1=[O:25].CCN(S(F)(F)[F:36])CC. (9) Given the product [CH3:34][N:28]([C@@H:29]([CH3:33])[C:30](=[O:31])[NH:8][C@H:9]1[CH2:15][O:14][C:13]2[CH:16]=[CH:17][CH:18]=[CH:19][C:12]=2[NH:11][C:10]1=[O:20])[C:26](=[O:27])[O:25][C:21]([CH3:24])([CH3:22])[CH3:23], predict the reactants needed to synthesize it. The reactants are: FC(F)(F)C(O)=O.[NH2:8][C@H:9]1[CH2:15][O:14][C:13]2[CH:16]=[CH:17][CH:18]=[CH:19][C:12]=2[NH:11][C:10]1=[O:20].[C:21]([O:25][C:26]([N:28]([CH3:34])[C@@H:29]([CH3:33])[C:30](O)=[O:31])=[O:27])([CH3:24])([CH3:23])[CH3:22].O.ON1C2C=CC=CC=2N=N1.C(N(CC)C(C)C)(C)C. (10) Given the product [I:10][C:8]1[C:3]([O:2][CH3:1])=[N:4][C:5]([NH2:9])=[N:6][CH:7]=1, predict the reactants needed to synthesize it. The reactants are: [CH3:1][O:2][C:3]1[CH:8]=[CH:7][N:6]=[C:5]([NH2:9])[N:4]=1.[I:10]N1C(=O)CCC1=O.